From a dataset of Catalyst prediction with 721,799 reactions and 888 catalyst types from USPTO. Predict which catalyst facilitates the given reaction. (1) Reactant: [F:1][C:2]1[CH:7]=[CH:6][CH:5]=[CH:4][C:3]=1[C@:8]1([NH:17][C:18]([NH:20]C(=O)OCC2C3C=CC=CC=3C3C2=CC=CC=3)=[S:19])[CH2:12][C@@H:11]([O:13][CH3:14])[CH2:10][C@H:9]1[CH2:15]O. Product: [F:1][C:2]1[CH:7]=[CH:6][CH:5]=[CH:4][C:3]=1[C@:8]12[CH2:12][C@@H:11]([O:13][CH3:14])[CH2:10][C@H:9]1[CH2:15][S:19][C:18]([NH2:20])=[N:17]2. The catalyst class is: 5. (2) Reactant: [F:1][C:2]([F:18])([C:9]([F:17])([F:16])[C:10]([F:15])([F:14])[CH:11]([F:13])[F:12])[CH2:3][CH:4]([C:7]#[N:8])[C:5]#[N:6].Br[CH2:20][CH2:21][C:22]([F:26])=[C:23]([F:25])[F:24].C(=O)([O-])[O-].[K+].[K+].Cl. Product: [F:1][C:2]([F:18])([C:9]([F:16])([F:17])[C:10]([F:14])([F:15])[CH:11]([F:13])[F:12])[CH2:3][C:4]([CH2:20][CH2:21][C:22]([F:26])=[C:23]([F:25])[F:24])([C:7]#[N:8])[C:5]#[N:6]. The catalyst class is: 57. (3) Reactant: [NH2:1][C:2]([CH3:8])([CH3:7])[CH2:3][C:4]([OH:6])=[O:5].S(Cl)(Cl)=O.[C:13]1(C)C=CC=CC=1. Product: [NH2:1][C:2]([CH3:8])([CH3:7])[CH2:3][C:4]([O:6][CH3:13])=[O:5]. The catalyst class is: 5. (4) Reactant: [CH3:1][O:2][C:3]1[CH:4]=[C:5]2[C:8](=[CH:9][C:10]=1[O:11][CH3:12])[C@@H:7]([CH2:13][NH2:14])[CH2:6]2.C(=O)([O-])[O-].[K+].[K+].[CH2:21](Br)[CH:22]=[CH2:23]. Product: [CH3:1][O:2][C:3]1[CH:4]=[C:5]2[C:8](=[CH:9][C:10]=1[O:11][CH3:12])[C@@H:7]([CH2:13][NH:14][CH2:23][CH:22]=[CH2:21])[CH2:6]2. The catalyst class is: 21. (5) Reactant: [OH-].[Na+].C1COCC1.[CH3:8][O:9][CH:10]([O:30][CH3:31])[C:11]1[CH:16]=[CH:15][C:14]([C:17]#[C:18][C:19]2[CH:29]=[CH:28][C:22]([C:23]([O:25]CC)=[O:24])=[CH:21][CH:20]=2)=[CH:13][CH:12]=1. Product: [CH3:31][O:30][CH:10]([O:9][CH3:8])[C:11]1[CH:12]=[CH:13][C:14]([C:17]#[C:18][C:19]2[CH:20]=[CH:21][C:22]([C:23]([OH:25])=[O:24])=[CH:28][CH:29]=2)=[CH:15][CH:16]=1. The catalyst class is: 5. (6) Reactant: C([O:4][C:5]1[C:10]2[CH:11]=[C:12]([CH3:14])[S:13][C:9]=2[CH:8]=[C:7]([C:15]([O:17][CH2:18][CH3:19])=[O:16])[CH:6]=1)(=O)C.C(=O)([O-])[O-].[K+].[K+]. Product: [CH2:18]([O:17][C:15]([C:7]1[CH:6]=[C:5]([OH:4])[C:10]2[CH:11]=[C:12]([CH3:14])[S:13][C:9]=2[CH:8]=1)=[O:16])[CH3:19]. The catalyst class is: 412. (7) Reactant: Cl.[Cl:2][C:3]1[C:11]2[C:6](=[N:7][CH:8]=[CH:9][CH:10]=2)[N:5]([C:12]2[CH:17]=[CH:16][CH:15]=[C:14]([F:18])[CH:13]=2)[C:4]=1[CH:19]([NH:21]C(=O)OC(C)(C)C)[CH3:20]. Product: [Cl:2][C:3]1[C:11]2[C:6](=[N:7][CH:8]=[CH:9][CH:10]=2)[N:5]([C:12]2[CH:17]=[CH:16][CH:15]=[C:14]([F:18])[CH:13]=2)[C:4]=1[CH:19]([NH2:21])[CH3:20]. The catalyst class is: 12. (8) Reactant: Cl[C:2]1[S:6][C:5]([C:7]([O:9][CH2:10][CH3:11])=[O:8])=[CH:4][C:3]=1[N+:12]([O-:14])=[O:13].[NH2:15][C:16]1[CH:21]=[CH:20][C:19]([SH:22])=[CH:18][CH:17]=1.C([O-])(=O)C.[Na+].C(OCC)C. Product: [NH2:15][C:16]1[CH:21]=[CH:20][C:19]([S:22][C:2]2[S:6][C:5]([C:7]([O:9][CH2:10][CH3:11])=[O:8])=[CH:4][C:3]=2[N+:12]([O-:14])=[O:13])=[CH:18][CH:17]=1. The catalyst class is: 8. (9) Reactant: [F:1][C:2]1[CH:7]=[CH:6][CH:5]=[CH:4][C:3]=1[S:8]([NH:11][C:12]([CH3:30])([CH3:29])[C:13]([NH:15][CH:16]1[CH:23]2[CH2:24][C:19]3([C:26]([OH:28])=O)[CH2:20][CH:21]([CH2:25][CH:17]1[CH2:18]3)[CH2:22]2)=[O:14])(=[O:10])=[O:9].C1C=CC2N(O)N=[N:37]C=2C=1.CCN=C=NCCCN(C)C.O.N. Product: [F:1][C:2]1[CH:7]=[CH:6][CH:5]=[CH:4][C:3]=1[S:8]([NH:11][C:12]([CH3:29])([CH3:30])[C:13]([NH:15][CH:16]1[CH:17]2[CH2:18][C:19]3([C:26]([NH2:37])=[O:28])[CH2:20][CH:21]([CH2:22][CH:23]1[CH2:24]3)[CH2:25]2)=[O:14])(=[O:9])=[O:10]. The catalyst class is: 2.